Dataset: Peptide-MHC class I binding affinity with 185,985 pairs from IEDB/IMGT. Task: Regression. Given a peptide amino acid sequence and an MHC pseudo amino acid sequence, predict their binding affinity value. This is MHC class I binding data. (1) The peptide sequence is PTLFGRGVI. The MHC is HLA-A02:02 with pseudo-sequence HLA-A02:02. The binding affinity (normalized) is 0.0464. (2) The peptide sequence is RQLALLASM. The MHC is H-2-Db with pseudo-sequence H-2-Db. The binding affinity (normalized) is 0.792. (3) The peptide sequence is KKNHWFILK. The MHC is HLA-A24:03 with pseudo-sequence HLA-A24:03. The binding affinity (normalized) is 0.0847. (4) The peptide sequence is IYSTGNNVF. The MHC is HLA-A01:01 with pseudo-sequence HLA-A01:01. The binding affinity (normalized) is 0. (5) The peptide sequence is ISGIGTFLHY. The MHC is HLA-A03:01 with pseudo-sequence HLA-A03:01. The binding affinity (normalized) is 0.457. (6) The peptide sequence is FLFILLLCLI. The MHC is HLA-A02:02 with pseudo-sequence HLA-A02:02. The binding affinity (normalized) is 0.366.